This data is from Reaction yield outcomes from USPTO patents with 853,638 reactions. The task is: Predict the reaction yield, written as a fraction of the theoretical maximum amount of product (1.0 means a 100% yield; for example, 0.34 means a 34% yield). (1) The reactants are Cl[C:2]1[C:7]([C:8]([NH2:10])=[O:9])=[CH:6][N:5]=[C:4](Cl)C=1.[O:12]([C:19]1[CH:24]=[CH:23][C:22]([OH:25])=[CH:21][CH:20]=1)[C:13]1[CH:18]=[CH:17][CH:16]=[CH:15][CH:14]=1.[NH:26]1[CH2:30][CH2:29][C@H:28]2[CH2:31][N:32]([C:34]([O:36]C(C)(C)C)=O)[CH2:33][C@@H:27]12.C(O)(=O)[CH:42]=[CH2:43].C(C1C=CC(C2CCN(C(OC(C)(C)C)=O)CC=2)=NC=1NC1C=CC(CCN2CCCC2)=CC=1)(=O)[NH2:47]. No catalyst specified. The product is [C:34]([N:32]1[CH2:31][C@H:28]2[C@H:27]([N:26]([C:4]3[N:5]=[C:6]([O:25][C:22]4[CH:21]=[CH:20][C:19]([O:12][C:13]5[CH:18]=[CH:17][CH:16]=[CH:15][CH:14]=5)=[CH:24][CH:23]=4)[C:7]([C:8]([NH2:10])=[O:9])=[CH:2][N:47]=3)[CH2:30][CH2:29]2)[CH2:33]1)(=[O:36])[CH:42]=[CH2:43]. The yield is 0.121. (2) The reactants are Cl.[NH2:2][C:3]1[C:4]([OH:19])=[C:5]([C:10]2[CH:15]=[CH:14][CH:13]=[C:12]([C:16]([OH:18])=[O:17])[CH:11]=2)[CH:6]=[C:7]([CH3:9])[CH:8]=1.[N:20]([O-])=O.[Na+].[CH3:24][C:25]1[CH2:26][C:27](=[O:43])[N:28]([C:30]2[CH:31]=[C:32]3[C:36](=[CH:37][CH:38]=2)[C:35]([CH3:40])([CH3:39])[CH2:34][C:33]3([CH3:42])[CH3:41])[N:29]=1.C(=O)(O)[O-].[Na+]. The catalyst is Cl. The product is [OH:19][C:4]1[C:3]([NH:2][N:20]=[C:26]2[C:27](=[O:43])[N:28]([C:30]3[CH:31]=[C:32]4[C:36](=[CH:37][CH:38]=3)[C:35]([CH3:40])([CH3:39])[CH2:34][C:33]4([CH3:42])[CH3:41])[N:29]=[C:25]2[CH3:24])=[CH:8][C:7]([CH3:9])=[CH:6][C:5]=1[C:10]1[CH:15]=[CH:14][CH:13]=[C:12]([C:16]([OH:18])=[O:17])[CH:11]=1. The yield is 0.191. (3) The reactants are [Br:1][C:2]1[C:7]([C@H:8]2[C@H:13]([O:14][CH2:15][C:16]3[CH:21]=[CH:20][CH:19]=[CH:18][CH:17]=3)[C@@H:12]([O:22][CH2:23][C:24]3[CH:29]=[CH:28][CH:27]=[CH:26][CH:25]=3)[C@H:11]([O:30][CH2:31][C:32]3[CH:37]=[CH:36][CH:35]=[CH:34][CH:33]=3)[C@@H:10]([CH2:38][O:39][CH2:40][C:41]3[CH:46]=[CH:45][CH:44]=[CH:43][CH:42]=3)[O:9]2)=[CH:6][C:5]([CH2:47][C:48]2[CH:53]=[CH:52][C:51]([O:54][CH2:55][CH3:56])=[CH:50][CH:49]=2)=[C:4]([Cl:57])[C:3]=1[OH:58].Br[CH2:60][CH2:61][OH:62].C([O-])([O-])=O.[K+].[K+]. The catalyst is CC(C)=O. The product is [Br:1][C:2]1[C:7]([C@H:8]2[C@H:13]([O:14][CH2:15][C:16]3[CH:21]=[CH:20][CH:19]=[CH:18][CH:17]=3)[C@@H:12]([O:22][CH2:23][C:24]3[CH:25]=[CH:26][CH:27]=[CH:28][CH:29]=3)[C@H:11]([O:30][CH2:31][C:32]3[CH:37]=[CH:36][CH:35]=[CH:34][CH:33]=3)[C@@H:10]([CH2:38][O:39][CH2:40][C:41]3[CH:42]=[CH:43][CH:44]=[CH:45][CH:46]=3)[O:9]2)=[CH:6][C:5]([CH2:47][C:48]2[CH:53]=[CH:52][C:51]([O:54][CH2:55][CH3:56])=[CH:50][CH:49]=2)=[C:4]([Cl:57])[C:3]=1[O:58][CH2:60][CH2:61][OH:62]. The yield is 0.950. (4) The reactants are O=O.[CH:3]1[CH:7]=[C:6](/[CH:8]=[CH:9]/[C:10]([C:12]2[S:16][CH:15]=[CH:14][CH:13]=2)=O)[O:5][CH:4]=1.[C:17]([CH2:19][C:20]([NH2:22])=[S:21])#[N:18].CC(C)([O-])C.[K+].Cl.C#N. The catalyst is CS(C)=O. The product is [O:5]1[CH:4]=[CH:3][CH:7]=[C:6]1[C:8]1[CH:9]=[C:10]([C:12]2[S:16][CH:15]=[CH:14][CH:13]=2)[NH:22][C:20](=[S:21])[C:19]=1[C:17]#[N:18]. The yield is 0.440. (5) The reactants are [F:1][C:2]1[CH:7]=[CH:6][C:5]([C:8](=[O:10])[CH3:9])=[C:4]([OH:11])[CH:3]=1.Br[CH:13]([CH3:15])[CH3:14]. The catalyst is CN(C)C=O.C(OCC)(=O)C. The product is [F:1][C:2]1[CH:7]=[CH:6][C:5]([C:8](=[O:10])[CH3:9])=[C:4]([O:11][CH:13]([CH3:15])[CH3:14])[CH:3]=1. The yield is 0.650.